This data is from Forward reaction prediction with 1.9M reactions from USPTO patents (1976-2016). The task is: Predict the product of the given reaction. (1) Given the reactants [CH:1]1([CH2:4][NH:5][C:6](=[O:43])[C:7]2[CH:12]=[C:11]([C:13]3[CH:14]=[C:15]4[C:19](=[CH:20][CH:21]=3)[N:18](C3CCCCO3)[N:17]=[C:16]4[C:28]3[NH:42][C:31]4[CH:32]=[N:33][CH:34]=[C:35]([C:36]5[CH:37]=[N:38][CH:39]=[CH:40][CH:41]=5)[C:30]=4[N:29]=3)[CH:10]=[N:9][CH:8]=2)[CH2:3][CH2:2]1.[SiH](CC)(CC)CC.C(O)(C(F)(F)F)=O, predict the reaction product. The product is: [CH:1]1([CH2:4][NH:5][C:6](=[O:43])[C:7]2[CH:12]=[C:11]([C:13]3[CH:14]=[C:15]4[C:19](=[CH:20][CH:21]=3)[NH:18][N:17]=[C:16]4[C:28]3[NH:42][C:31]4[CH:32]=[N:33][CH:34]=[C:35]([C:36]5[CH:37]=[N:38][CH:39]=[CH:40][CH:41]=5)[C:30]=4[N:29]=3)[CH:10]=[N:9][CH:8]=2)[CH2:3][CH2:2]1. (2) Given the reactants [CH:1]1([C:4]2[C:5](OS(C(F)(F)F)(=O)=O)=[CH:6][C:7]([O:14][CH2:15][CH3:16])=[C:8]([CH:13]=2)[C:9]([O:11][CH3:12])=[O:10])[CH2:3][CH2:2]1.[C:25]1(B(O)O)[CH:30]=[CH:29][CH:28]=[CH:27][CH:26]=1.C1(P(C2CCCCC2)C2C=CC=CC=2C2C(OC)=CC=CC=2OC)CCCCC1.C(=O)([O-])[O-].[Na+].[Na+], predict the reaction product. The product is: [CH:1]1([C:4]2[CH:13]=[C:8]([C:9]([O:11][CH3:12])=[O:10])[C:7]([O:14][CH2:15][CH3:16])=[CH:6][C:5]=2[C:25]2[CH:30]=[CH:29][CH:28]=[CH:27][CH:26]=2)[CH2:3][CH2:2]1. (3) Given the reactants [Cl:1][C:2]1[N:12]=[C:11]2[C:5]([NH:6][C:7](=[O:22])[C:8]([CH2:20][CH3:21])([CH2:18][CH3:19])[CH2:9][N:10]2[CH:13]2[CH2:17][CH2:16][CH2:15][CH2:14]2)=[CH:4][N:3]=1.[CH3:23]I.[H-].[Na+], predict the reaction product. The product is: [Cl:1][C:2]1[N:12]=[C:11]2[C:5]([N:6]([CH3:23])[C:7](=[O:22])[C:8]([CH2:20][CH3:21])([CH2:18][CH3:19])[CH2:9][N:10]2[CH:13]2[CH2:17][CH2:16][CH2:15][CH2:14]2)=[CH:4][N:3]=1. (4) Given the reactants C(OC([N:8]1[CH2:17][CH2:16][C:15]2[C:11](=[C:12](OS(C(F)(F)F)(=O)=O)[N:13]([CH:18]3[CH2:20][CH2:19]3)[N:14]=2)[CH2:10][CH2:9]1)=O)(C)(C)C.[C:29]([C:31]1[CH:36]=[CH:35][C:34](B(O)O)=[CH:33][CH:32]=1)#[N:30], predict the reaction product. The product is: [CH:18]1([N:13]2[C:12]([C:34]3[CH:35]=[CH:36][C:31]([C:29]#[N:30])=[CH:32][CH:33]=3)=[C:11]3[C:15]([CH2:16][CH2:17][NH:8][CH2:9][CH2:10]3)=[N:14]2)[CH2:19][CH2:20]1. (5) The product is: [C:1]([O:5][C:6](=[O:32])[NH:7][C:8]1([C:12]2[CH:17]=[CH:16][C:15]([N:18]3[C:19]4=[N:20][C:21]([C:26]5[CH:27]=[CH:28][CH:29]=[CH:30][CH:31]=5)=[CH:22][CH:23]=[C:24]4[N:25]=[C:36]3[C:35]3[C:34]([NH2:33])=[N:41][CH:40]=[CH:39][CH:38]=3)=[CH:14][CH:13]=2)[CH2:11][CH2:10][CH2:9]1)([CH3:4])([CH3:2])[CH3:3]. Given the reactants [C:1]([O:5][C:6](=[O:32])[NH:7][C:8]1([C:12]2[CH:17]=[CH:16][C:15]([NH:18][C:19]3[C:24]([NH2:25])=[CH:23][CH:22]=[C:21]([C:26]4[CH:31]=[CH:30][CH:29]=[CH:28][CH:27]=4)[N:20]=3)=[CH:14][CH:13]=2)[CH2:11][CH2:10][CH2:9]1)([CH3:4])([CH3:3])[CH3:2].[NH2:33][C:34]1[N:41]=[CH:40][CH:39]=[CH:38][C:35]=1[CH:36]=O, predict the reaction product. (6) The product is: [N:1]1[CH:2]=[CH:3][N:4]2[C:9]=1[CH:8]=[CH:7][C:6]([CH2:10][OH:11])=[N:5]2. Given the reactants [N:1]1[CH:2]=[CH:3][N:4]2[C:9]=1[CH:8]=[CH:7][C:6]([C:10](OC)=[O:11])=[N:5]2.[BH4-].[Na+], predict the reaction product. (7) The product is: [CH2:1]([N:8]([C:9]1[CH:10]=[C:11]([OH:15])[CH:12]=[CH:13][CH:14]=1)[CH2:17][CH2:18][OH:19])[CH2:2][CH2:3][CH2:4][CH2:5][CH2:6][CH3:7]. Given the reactants [CH2:1]([NH:8][C:9]1[CH:10]=[C:11]([OH:15])[CH:12]=[CH:13][CH:14]=1)[CH2:2][CH2:3][CH2:4][CH2:5][CH2:6][CH3:7].Br[CH2:17][CH2:18][OH:19].C([O-])(O)=O.[Na+], predict the reaction product. (8) Given the reactants [F:1][C:2]([F:15])([F:14])[S:3]([C:5]1[CH:6]=[CH:7][C:8]2[O:12][CH:11]=[N:10][C:9]=2[CH:13]=1)=O.Br[C:17]1[CH:22]=[CH:21][C:20]([S:23][C:24]([F:27])([F:26])[F:25])=[CH:19][C:18]=1[S:28][CH2:29][CH3:30].C1(P(C2C=CC=CC=2)C2C=CC=CC=2)C=CC=CC=1.C(=O)([O-])[O-].[K+].[K+], predict the reaction product. The product is: [CH2:29]([S:28][C:18]1[CH:19]=[C:20]([S:23][C:24]([F:27])([F:25])[F:26])[CH:21]=[CH:22][C:17]=1[C:11]1[O:12][C:8]2[CH:7]=[CH:6][C:5]([S:3][C:2]([F:15])([F:14])[F:1])=[CH:13][C:9]=2[N:10]=1)[CH3:30]. (9) Given the reactants [F:1][C:2]1[C:11]([CH:12]([C:14]2[N:18]3[N:19]=[C:20]([C:23](=O)[CH3:24])[CH:21]=[CH:22][C:17]3=[N:16][N:15]=2)[CH3:13])=[C:10]([F:26])[CH:9]=[C:8]2[C:3]=1[CH:4]=[C:5]([C:27]([OH:30])([CH3:29])[CH3:28])[CH:6]=[N:7]2.Cl.[NH2:32][OH:33].[OH-].[Na+], predict the reaction product. The product is: [F:1][C:2]1[C:11]([CH:12]([C:14]2[N:18]3[N:19]=[C:20](/[C:23](=[N:32]/[OH:33])/[CH3:24])[CH:21]=[CH:22][C:17]3=[N:16][N:15]=2)[CH3:13])=[C:10]([F:26])[CH:9]=[C:8]2[C:3]=1[CH:4]=[C:5]([C:27]([OH:30])([CH3:29])[CH3:28])[CH:6]=[N:7]2.